From a dataset of Full USPTO retrosynthesis dataset with 1.9M reactions from patents (1976-2016). Predict the reactants needed to synthesize the given product. (1) Given the product [C:29]([NH:32][CH2:33][CH2:34][S:35]([OH:38])(=[O:37])=[O:36])(=[O:31])[CH2:28][CH2:27][CH:26]=[CH:25][CH2:24][CH:23]=[CH:22][CH2:21][CH:20]=[CH:19][CH2:18][CH:17]=[CH:16][CH2:15][CH:14]=[CH:13][CH2:12][CH:11]=[CH:10][CH2:9][CH3:8], predict the reactants needed to synthesize it. The reactants are: C(N(CC)CC)C.[CH3:8][CH2:9]/[CH:10]=[CH:11]\[CH2:12]/[CH:13]=[CH:14]\[CH2:15]/[CH:16]=[CH:17]\[CH2:18]/[CH:19]=[CH:20]\[CH2:21]/[CH:22]=[CH:23]\[CH2:24]/[CH:25]=[CH:26]\[CH2:27][CH2:28][C:29]([OH:31])=O.[NH2:32][CH2:33][CH2:34][S:35]([OH:38])(=[O:37])=[O:36]. (2) Given the product [C:1]([CH:3]1[C:6]2[CH:7]=[CH:8][C:9]([O:11][CH2:15][CH:16]([O:20][CH2:21][CH3:22])[O:17][CH2:18][CH3:19])=[CH:10][C:5]=2[CH2:4]1)#[N:2], predict the reactants needed to synthesize it. The reactants are: [C:1]([CH:3]1[C:6]2[CH:7]=[CH:8][C:9]([OH:11])=[CH:10][C:5]=2[CH2:4]1)#[N:2].[H-].[Na+].Br[CH2:15][CH:16]([O:20][CH2:21][CH3:22])[O:17][CH2:18][CH3:19]. (3) Given the product [F:11][C:9]1[C:5]2[NH:6][CH:7]=[N:8][C:4]=2[CH:3]=[C:2]([C:12]#[N:13])[CH:10]=1, predict the reactants needed to synthesize it. The reactants are: Br[C:2]1[CH:10]=[C:9]([F:11])[C:5]2[NH:6][CH:7]=[N:8][C:4]=2[CH:3]=1.[CH3:12][N:13](C=O)C.